This data is from Full USPTO retrosynthesis dataset with 1.9M reactions from patents (1976-2016). The task is: Predict the reactants needed to synthesize the given product. (1) Given the product [Cl:15][C:5]1[CH:6]=[CH:7][C:8]([C:10]2[CH:14]=[N:13][NH:12][N:11]=2)=[CH:9][C:4]=1[C:3]([OH:16])=[O:2], predict the reactants needed to synthesize it. The reactants are: C[O:2][C:3](=[O:16])[C:4]1[CH:9]=[C:8]([C:10]2[CH:14]=[N:13][NH:12][N:11]=2)[CH:7]=[CH:6][C:5]=1[Cl:15].[OH-].[K+].Cl. (2) Given the product [NH:1]1[C:9]2[C:4](=[CH:5][C:6]([C:10]([NH:36][NH2:37])=[O:12])=[CH:7][CH:8]=2)[CH:3]=[CH:2]1, predict the reactants needed to synthesize it. The reactants are: [NH:1]1[C:9]2[C:4](=[CH:5][C:6]([C:10]([OH:12])=O)=[CH:7][CH:8]=2)[CH:3]=[CH:2]1.F[P-](F)(F)(F)(F)F.CN(C)C(F)=[N+](C)C.C(N(CC)CC)C.O.[NH2:36][NH2:37]. (3) Given the product [NH2:11][CH2:10][CH2:9][CH2:8][O:7][CH2:6][CH2:5][O:4][CH2:3][CH2:2][CH2:1][NH:12][S:13]([C:16]1[C:28]2[C:20](=[C:21]([N:22]([CH3:24])[CH3:23])[CH:25]=[CH:26][CH:27]=2)[CH:19]=[CH:18][CH:17]=1)(=[O:15])=[O:14], predict the reactants needed to synthesize it. The reactants are: [CH2:1]([NH2:12])[CH2:2][CH2:3][O:4][CH2:5][CH2:6][O:7][CH2:8][CH2:9][CH2:10][NH2:11].[S:13](Cl)([C:16]1[C:28]2[CH:27]=[CH:26][CH:25]=[C:21]([N:22]([CH3:24])[CH3:23])[C:20]=2[CH:19]=[CH:18][CH:17]=1)(=[O:15])=[O:14].O. (4) The reactants are: [OH:1][NH:2][C:3](=O)[CH3:4].CC([O-])(C)C.[K+].[Br:12][C:13]1[CH:20]=[CH:19]C(C#N)=[C:15](F)[CH:14]=1.C[N:23](C=O)C. Given the product [Br:12][C:13]1[CH:20]=[CH:19][C:4]2[C:3]([NH2:23])=[N:2][O:1][C:15]=2[CH:14]=1, predict the reactants needed to synthesize it. (5) Given the product [O:5]=[C:4]1[NH:16][NH:15][C:2]([CH2:9][C:10]([O:12][CH2:13][CH3:14])=[O:11])=[CH:3]1, predict the reactants needed to synthesize it. The reactants are: O=[C:2]([CH2:9][C:10]([O:12][CH2:13][CH3:14])=[O:11])[CH2:3][C:4](OCC)=[O:5].[NH2:15][NH2:16]. (6) Given the product [OH:26][CH2:25][CH:24]([C:10]1[N:9]=[C:8]([C:6]2[CH:7]=[C:2]([F:1])[CH:3]=[CH:4][C:5]=2[CH3:30])[CH:17]=[C:16]2[C:11]=1[CH:12]=[C:13]([NH:18][C:19]([CH:21]1[CH2:23][CH2:22]1)=[O:20])[N:14]=[CH:15]2)[CH2:28][CH2:27][OH:29], predict the reactants needed to synthesize it. The reactants are: [F:1][C:2]1[CH:3]=[CH:4][C:5]([CH3:30])=[C:6]([C:8]2[CH:17]=[C:16]3[C:11]([CH:12]=[C:13]([NH:18][C:19]([CH:21]4[CH2:23][CH2:22]4)=[O:20])[N:14]=[CH:15]3)=[C:10]([CH:24]3[CH2:28][CH:27]([OH:29])[O:26][CH2:25]3)[N:9]=2)[CH:7]=1.[BH4-].[Na+]. (7) Given the product [F:25][C:3]([F:2])([F:24])[C:4]1[CH:5]=[CH:6][C:7]([O:8][C:9]2[CH:10]=[C:11]([CH:19]=[CH:20][CH:21]=2)[CH:12]=[C:13]2[CH2:18][CH2:17][N:16]([C:34]([NH:33][C:30]3[CH:31]=[N:32][C:27]([CH3:26])=[CH:28][CH:29]=3)=[O:35])[CH2:15][CH2:14]2)=[CH:22][CH:23]=1, predict the reactants needed to synthesize it. The reactants are: Cl.[F:2][C:3]([F:25])([F:24])[C:4]1[CH:23]=[CH:22][C:7]([O:8][C:9]2[CH:10]=[C:11]([CH:19]=[CH:20][CH:21]=2)[CH:12]=[C:13]2[CH2:18][CH2:17][NH:16][CH2:15][CH2:14]2)=[CH:6][CH:5]=1.[CH3:26][C:27]1[N:32]=[CH:31][C:30]([NH:33][C:34](=O)[O:35]C2C=CC=CC=2)=[CH:29][CH:28]=1.NC1C=NC(C)=CC=1.C(N(C(C)C)CC)(C)C. (8) The reactants are: C(Cl)CCl.[C:5]([O:9][C:10]([NH:12][C@H:13]1[CH2:17][CH2:16][C@@H:15]([C:18]([OH:20])=O)[CH2:14]1)=[O:11])([CH3:8])([CH3:7])[CH3:6].C[O:22][C:23](=[O:73])[C@@H:24]([NH:40][C:41]([C@@H:43]1[CH2:52][C:51]2[CH:50]=[C:49]3[O:53][CH2:54][C@H:55]([C:57]4[CH:62]=[CH:61][C:60]([O:63][CH2:64][C:65]5[CH:70]=[CH:69][C:68]([Cl:71])=[C:67]([Cl:72])[CH:66]=5)=[CH:59][CH:58]=4)[O:56][C:48]3=[CH:47][C:46]=2[CH2:45][NH:44]1)=[O:42])[CH2:25][C:26]1[CH:31]=[CH:30][C:29]([C:32]2[CH:37]=[CH:36][N:35]=[C:34]([CH3:38])[C:33]=2[CH3:39])=[CH:28][CH:27]=1. Given the product [C:5]([O:9][C:10]([NH:12][C@H:13]1[CH2:17][CH2:16][C@@H:15]([C:18]([N:44]2[C@H:43]([C:41]([NH:40][C@@H:24]([CH2:25][C:26]3[CH:27]=[CH:28][C:29]([C:32]4[CH:37]=[CH:36][N:35]=[C:34]([CH3:38])[C:33]=4[CH3:39])=[CH:30][CH:31]=3)[C:23]([OH:73])=[O:22])=[O:42])[CH2:52][C:51]3[CH:50]=[C:49]4[O:53][CH2:54][C@H:55]([C:57]5[CH:62]=[CH:61][C:60]([O:63][CH2:64][C:65]6[CH:70]=[CH:69][C:68]([Cl:71])=[C:67]([Cl:72])[CH:66]=6)=[CH:59][CH:58]=5)[O:56][C:48]4=[CH:47][C:46]=3[CH2:45]2)=[O:20])[CH2:14]1)=[O:11])([CH3:6])([CH3:7])[CH3:8], predict the reactants needed to synthesize it. (9) Given the product [F:36][C:37]([F:42])([F:41])[C:38]([OH:40])=[O:39].[CH3:32][N:31]([CH3:33])[CH2:30][CH2:29][NH:28][C:27]([C:23]1[C:24]2[C:19](=[N:18][C:17]3[C:26]([N:25]=2)=[C:13]2[CH:12]=[CH:11][CH:10]=[C:9]([O:8][CH2:7][C:6]([OH:35])=[O:5])[C:14]2=[CH:15][CH:16]=3)[CH:20]=[CH:21][CH:22]=1)=[O:34], predict the reactants needed to synthesize it. The reactants are: C([O:5][C:6](=[O:35])[CH2:7][O:8][C:9]1[C:14]2=[CH:15][CH:16]=[C:17]3[C:26]([N:25]=[C:24]4[C:19]([CH:20]=[CH:21][CH:22]=[C:23]4[C:27](=[O:34])[NH:28][CH2:29][CH2:30][N:31]([CH3:33])[CH3:32])=[N:18]3)=[C:13]2[CH:12]=[CH:11][CH:10]=1)(C)(C)C.[F:36][C:37]([F:42])([F:41])[C:38]([OH:40])=[O:39].